This data is from Forward reaction prediction with 1.9M reactions from USPTO patents (1976-2016). The task is: Predict the product of the given reaction. (1) Given the reactants [N:1]1[CH:2]=[C:3]([C:19]2[CH:24]=[CH:23][C:22]([C:25]3([NH:29][C:30](=[O:36])[O:31][C:32]([CH3:35])([CH3:34])[CH3:33])[CH2:28][CH2:27][CH2:26]3)=[CH:21][CH:20]=2)[N:4]2[C:10]=1[C:9]1[CH:11]=[CH:12][CH:13]=[CH:14][C:8]=1[NH:7][C:6]1[N:15]=[CH:16][CH:17]=[CH:18][C:5]2=1.[Cl:37]N1C(=O)CCC1=O, predict the reaction product. The product is: [Cl:37][C:2]1[N:1]=[C:10]2[C:9]3[CH:11]=[CH:12][CH:13]=[CH:14][C:8]=3[NH:7][C:6]3[N:15]=[CH:16][CH:17]=[CH:18][C:5]=3[N:4]2[C:3]=1[C:19]1[CH:24]=[CH:23][C:22]([C:25]2([NH:29][C:30](=[O:36])[O:31][C:32]([CH3:33])([CH3:35])[CH3:34])[CH2:26][CH2:27][CH2:28]2)=[CH:21][CH:20]=1. (2) The product is: [C:8]([O:7][C@H:6]1[C@@H:11]([O:12][C:13](=[O:15])[CH3:14])[C@H:16]([O:17][C:18](=[O:20])[CH3:19])[C@@H:21]([CH2:23][O:24][C:25](=[O:27])[CH3:26])[O:22][C@@H:5]1[O:38][C:36]1[CH:37]=[C:32]([Br:31])[CH:33]=[CH:34][C:35]=1[Cl:39])(=[O:10])[CH3:9]. Given the reactants ClC(Cl)(Cl)C(=N)O[C@H:5]1[O:22][C@H:21]([CH2:23][O:24][C:25](=[O:27])[CH3:26])[C@@H:16]([O:17][C:18](=[O:20])[CH3:19])[C@H:11]([O:12][C:13](=[O:15])[CH3:14])[C@@H:6]1[O:7][C:8](=[O:10])[CH3:9].[Br:31][C:32]1[CH:33]=[CH:34][C:35]([Cl:39])=[C:36]([OH:38])[CH:37]=1.[Si](OS(C(F)(F)F)(=O)=O)(C)(C)C.C(O[C@H]1[C@@H](OC(=O)C)[C@H](OC(=O)C)[C@@H](COC(=O)C)O[C@@H]1OC1C=CC(Br)=CC=1Cl)(=O)C, predict the reaction product. (3) Given the reactants [F:1][C:2]1[CH:3]=[C:4]([CH:22]=[CH:23][C:24]=1[F:25])[O:5][CH2:6]/[CH:7]=[CH:8]/[CH2:9][CH:10]([N:17]1[CH:21]=[N:20][CH:19]=[N:18]1)[C:11](=[O:16])[C:12]([CH3:15])([CH3:14])[CH3:13].[BH4-].C([N+](CCCC)(CCCC)CCCC)CCC.[NH4+].[Cl-], predict the reaction product. The product is: [F:1][C:2]1[CH:3]=[C:4]([CH:22]=[CH:23][C:24]=1[F:25])[O:5][CH2:6]/[CH:7]=[CH:8]/[CH2:9][CH:10]([N:17]1[CH:21]=[N:20][CH:19]=[N:18]1)[CH:11]([OH:16])[C:12]([CH3:14])([CH3:13])[CH3:15]. (4) Given the reactants [CH:1]12[CH2:10][CH:5]3[CH2:6][CH:7]([CH2:9][CH:3]([CH2:4]3)[CH:2]1[N:11]1[C:14](=[O:15])[C:13]([CH3:17])([CH3:16])[NH:12]1)[CH2:8]2.[Cl:18][C:19]1[CH:26]=[CH:25][C:22]([CH2:23]Br)=[CH:21][CH:20]=1, predict the reaction product. The product is: [Cl:18][C:19]1[CH:26]=[CH:25][C:22]([CH2:23][N:12]2[C:13]([CH3:17])([CH3:16])[C:14](=[O:15])[N:11]2[CH:2]2[CH:3]3[CH2:4][CH:5]4[CH2:6][CH:7]([CH2:8][CH:1]2[CH2:10]4)[CH2:9]3)=[CH:21][CH:20]=1. (5) The product is: [NH:31]([C:25]([C:24]1[CH:23]=[CH:22][C:21]([C:19]([NH:18][C:15]2[CH:16]=[CH:17][C:11]3[N:10]=[C:9]([C:6]4[CH:5]=[CH:4][C:3]([O:2][CH3:1])=[CH:8][CH:7]=4)[NH:13][C:12]=3[CH:14]=2)=[O:20])=[CH:30][CH:29]=1)=[O:26])[NH2:32]. Given the reactants [CH3:1][O:2][C:3]1[CH:8]=[CH:7][C:6]([C:9]2[NH:13][C:12]3[CH:14]=[C:15]([NH:18][C:19]([C:21]4[CH:30]=[CH:29][C:24]([C:25](OC)=[O:26])=[CH:23][CH:22]=4)=[O:20])[CH:16]=[CH:17][C:11]=3[N:10]=2)=[CH:5][CH:4]=1.[NH2:31][NH2:32], predict the reaction product.